Dataset: Full USPTO retrosynthesis dataset with 1.9M reactions from patents (1976-2016). Task: Predict the reactants needed to synthesize the given product. (1) Given the product [CH3:22][C:18]1([CH3:21])[O:17][CH:16]([CH2:15][C:8]2[C:9]([O:13][CH3:14])=[CH:10][CH:11]=[CH:12][C:7]=2[CH2:6][C:31]#[N:32])[CH2:20][O:19]1, predict the reactants needed to synthesize it. The reactants are: CS(O[CH:6](OCC1C=CC=CC=1)[C:7]1[CH:12]=[CH:11][CH:10]=[C:9]([O:13][CH3:14])[C:8]=1[CH2:15][CH:16]1[CH2:20][O:19][C:18]([CH3:22])([CH3:21])[O:17]1)(=O)=O.[C-:31]#[N:32].[Na+].O. (2) Given the product [N:12]1[CH:7]=[CH:8][CH:9]=[C:10]([O:13][C:3]2[CH2:4][CH2:5][O:1][N:2]=2)[CH:11]=1.[S:20]1[CH:21]=[CH:22][N:23]=[CH:19]1, predict the reactants needed to synthesize it. The reactants are: [O:1]1[CH:5]=[CH:4][CH2:3][NH:2]1.Br[C:7]1[N:12]=[CH:11][C:10]([OH:13])=[CH:9][CH:8]=1.C([Sn](CCCC)(CCCC)[C:19]1[S:20][CH:21]=[CH:22][N:23]=1)CCC. (3) Given the product [C:32]([O:31][C:29]([NH:28][C@H:26]1[C:23]2([CH2:24][CH2:25]2)[CH2:22][N:21]([C:17]2[CH:16]=[C:15]3[C:14]([C:13](=[O:37])[C:7]([C:8]([OH:10])=[O:9])=[CH:6][N:5]3[C@@H:3]3[CH2:4][C@@H:2]3[F:1])=[CH:19][C:18]=2[F:20])[CH2:27]1)=[O:30])([CH3:34])([CH3:35])[CH3:33], predict the reactants needed to synthesize it. The reactants are: [F:1][C@H:2]1[CH2:4][C@H:3]1[NH:5][CH:6]=[C:7]([C:13](=[O:37])[C:14]1[CH:19]=[C:18]([F:20])[C:17]([N:21]2[CH2:27][C@@H:26]([NH:28][C:29]([O:31][C:32]([CH3:35])([CH3:34])[CH3:33])=[O:30])[C:23]3([CH2:25][CH2:24]3)[CH2:22]2)=[CH:16][C:15]=1F)[C:8]([O:10]CC)=[O:9].C1(C)C=CC=CC=1.[OH-].[K+].Cl. (4) Given the product [CH2:1]([O:4][C:5]1[C:14]2[C:9](=[CH:10][CH:11]=[CH:12][CH:13]=2)[C:8]([O:15][CH2:16][CH2:17][CH3:18])=[C:7]([C:19]([OH:21])=[O:20])[C:6]=1[C:24]([OH:26])=[O:25])[CH2:2][CH3:3], predict the reactants needed to synthesize it. The reactants are: [CH2:1]([O:4][C:5]1[C:14]2[C:9](=[CH:10][CH:11]=[CH:12][CH:13]=2)[C:8]([O:15][CH2:16][CH2:17][CH3:18])=[C:7]([C:19]([O:21]CC)=[O:20])[C:6]=1[C:24]([O:26]CC)=[O:25])[CH2:2][CH3:3].C(O)C.[OH-].[Na+]. (5) Given the product [CH2:1]([O:8][C:9]1[C:10]([C:16]#[N:23])=[N:11][C:12]([CH3:15])=[CH:13][CH:14]=1)[C:2]1[CH:7]=[CH:6][CH:5]=[CH:4][CH:3]=1, predict the reactants needed to synthesize it. The reactants are: [CH2:1]([O:8][C:9]1[C:10]([CH:16]=O)=[N:11][C:12]([CH3:15])=[CH:13][CH:14]=1)[C:2]1[CH:7]=[CH:6][CH:5]=[CH:4][CH:3]=1.Cl.NO.C([N:23](CC)CC)C.[N+](C1C=C2C(=O)OC(=O)C2=CC=1)([O-])=O. (6) Given the product [Cl:1][C:2]1[CH:3]=[C:4]([C:8]2[C:17]3[C:12](=[CH:13][CH:14]=[C:15]([C:18]([C:28]4[CH:29]=[CH:30][C:31]([Cl:34])=[CH:32][CH:33]=4)([C:20]4[N:24]([CH3:25])[CH:23]=[N:22][N:21]=4)[NH2:19])[CH:16]=3)[N:11]=[C:10]([CH3:35])[CH:9]=2)[CH:5]=[CH:6][CH:7]=1, predict the reactants needed to synthesize it. The reactants are: [Cl:1][C:2]1[CH:3]=[C:4]([C:8]2[C:17]3[C:12](=[CH:13][CH:14]=[C:15]([C:18]([C:28]4[CH:33]=[CH:32][C:31]([Cl:34])=[CH:30][CH:29]=4)([C:20]4[N:24]([CH3:25])[C:23](SC)=[N:22][N:21]=4)[NH2:19])[CH:16]=3)[N:11]=[C:10]([CH3:35])[CH:9]=2)[CH:5]=[CH:6][CH:7]=1. (7) Given the product [Cl:21][C:12]1[CH:11]=[N:10][N:9]([C:6]2[CH:5]=[CH:4][C:3]([O:2][CH3:1])=[CH:8][CH:7]=2)[CH:13]=1, predict the reactants needed to synthesize it. The reactants are: [CH3:1][O:2][C:3]1[CH:8]=[CH:7][C:6]([N:9]2[CH:13]=[CH:12][CH:11]=[N:10]2)=[CH:5][CH:4]=1.C1C(=O)N([Cl:21])C(=O)C1.